This data is from Full USPTO retrosynthesis dataset with 1.9M reactions from patents (1976-2016). The task is: Predict the reactants needed to synthesize the given product. (1) Given the product [CH3:52][N:35]([CH3:34])[C:36]1([C:46]2[CH:47]=[CH:48][CH:49]=[CH:50][CH:51]=2)[CH2:41][CH2:40][C:39](=[CH:42][C:43]([NH:25][CH2:24][CH2:23][CH2:22][CH2:21][CH2:20][C:13]2[C:14]3[C:19](=[CH:18][CH:17]=[CH:16][CH:15]=3)[NH:11][CH:12]=2)=[O:44])[CH2:38][CH2:37]1, predict the reactants needed to synthesize it. The reactants are: ON1C2C=CC=CC=2N=N1.[NH:11]1[C:19]2[C:14](=[CH:15][CH:16]=[CH:17][CH:18]=2)[C:13]([CH2:20][CH2:21][CH2:22][CH2:23][CH2:24][NH2:25])=[CH:12]1.CN1CCOCC1.Cl.[CH3:34][N:35]([CH3:52])[C:36]1([C:46]2[CH:51]=[CH:50][CH:49]=[CH:48][CH:47]=2)[CH2:41][CH2:40][C:39](=[CH:42][C:43](O)=[O:44])[CH2:38][CH2:37]1.C1(N=C=NC2CCCCC2)CCCCC1.[OH-].[Na+]. (2) Given the product [C:3]([OH:5])(=[O:4])[CH2:2][C:6]([CH2:7][C:8]([OH:10])=[O:9])([C:14]([OH:16])=[O:15])[OH:20], predict the reactants needed to synthesize it. The reactants are: O=[C:2]([CH2:6][CH2:7][C:8]([OH:10])=[O:9])[C:3]([OH:5])=[O:4].N[C@H](C(O)=O)C[C:14]([OH:16])=[O:15].[OH:20]C1C=CC=CC=1C(O)=O.C(O)(=O)/C=C/C(O)=O.C(O)(=O)C(CC(O)=O)O.C(O)(=O)C(C)O.O=C1O[C@H]([C@H](CO)O)C(O)=C1O.C(O)(=O)CCC(O)=O.C1[C@@H](CCCCC(O)=O)SSC1. (3) The reactants are: Br[C:2]1[CH:3]=[C:4]([C:8]2[N:13]=[C:12]([C:14]([F:17])([F:16])[F:15])[CH:11]=[C:10]([C:18]3[CH:23]=[CH:22][C:21]([C:24]([F:27])([F:26])[F:25])=[CH:20][CH:19]=3)[N:9]=2)[CH:5]=[CH:6][CH:7]=1.[OH:28][CH2:29][C:30]1[CH:35]=[CH:34][C:33](B(O)O)=[CH:32][CH:31]=1. Given the product [F:15][C:14]([F:17])([F:16])[C:12]1[CH:11]=[C:10]([C:18]2[CH:23]=[CH:22][C:21]([C:24]([F:27])([F:26])[F:25])=[CH:20][CH:19]=2)[N:9]=[C:8]([C:4]2[CH:3]=[C:2]([C:33]3[CH:34]=[CH:35][C:30]([CH2:29][OH:28])=[CH:31][CH:32]=3)[CH:7]=[CH:6][CH:5]=2)[N:13]=1, predict the reactants needed to synthesize it. (4) Given the product [ClH:34].[CH:10]1[C:11]2[CH:12]([CH2:14][O:15][C:16]([N:18]3[CH2:19][CH2:20][C:21]([CH2:25][NH2:26])([OH:24])[CH2:22][CH2:23]3)=[O:17])[C:13]3[C:5](=[CH:4][CH:3]=[CH:2][CH:1]=3)[C:6]=2[CH:7]=[CH:8][CH:9]=1, predict the reactants needed to synthesize it. The reactants are: [CH:1]1[C:13]2[CH:12]([CH2:14][O:15][C:16]([N:18]3[CH2:23][CH2:22][C:21]([CH2:25][NH:26]C(OC(C)(C)C)=O)([OH:24])[CH2:20][CH2:19]3)=[O:17])[C:11]3[C:6](=[CH:7][CH:8]=[CH:9][CH:10]=3)[C:5]=2[CH:4]=[CH:3][CH:2]=1.[ClH:34]. (5) Given the product [O:22]=[C:17]1[CH2:18][CH2:19][CH:20]=[CH:2][CH2:1][C@@H:4]([CH2:23][C:24]([O:26][C:27]([CH3:28])([CH3:29])[CH3:30])=[O:25])[C:5](=[O:6])[O:7][CH2:8][C@@H:9]([C:10]2[CH:15]=[CH:14][CH:13]=[CH:12][CH:11]=2)[NH:16]1, predict the reactants needed to synthesize it. The reactants are: [CH2:1]([C@@H:4]([CH2:23][C:24]([O:26][C:27]([CH3:30])([CH3:29])[CH3:28])=[O:25])[C:5]([O:7][CH2:8][C@H:9]([NH:16][C:17](=[O:22])[CH2:18][CH2:19][CH:20]=C)[C:10]1[CH:15]=[CH:14][CH:13]=[CH:12][CH:11]=1)=[O:6])[CH:2]=C. (6) Given the product [F:48][CH:46]([F:47])[O:45][C:41]1[CH:40]=[C:39]2[C:44](=[CH:43][CH:42]=1)[C:35]([O:34][CH2:33][C@@H:31]([OH:32])[CH2:30][OH:29])=[N:36][C:37]([C:56]#[N:57])=[C:38]2[C:49]1[CH:54]=[CH:53][CH:52]=[C:51]([F:55])[CH:50]=1, predict the reactants needed to synthesize it. The reactants are: O[C@H](CO)COC1C2C(=CC(OC)=CC=2)C(C2C=CC=CC=2)=C(C#N)N=1.CC1(C)[O:32][C@H:31]([CH2:33][O:34][C:35]2[C:44]3[C:39](=[CH:40][C:41]([O:45][CH:46]([F:48])[F:47])=[CH:42][CH:43]=3)[C:38]([C:49]3[CH:54]=[CH:53][CH:52]=[C:51]([F:55])[CH:50]=3)=[C:37]([C:56]#[N:57])[N:36]=2)[CH2:30][O:29]1.